Dataset: Forward reaction prediction with 1.9M reactions from USPTO patents (1976-2016). Task: Predict the product of the given reaction. Given the reactants OB(O)[C:3]1[O:7][C:6]([C:8]([OH:10])=[O:9])=[CH:5][CH:4]=1.C(=O)([O-])[O-].[K+].[K+].Br[CH2:19][C:20]1[N:21]([S:33]([C:36]2[CH:41]=[CH:40][CH:39]=[C:38]([C:42]([CH3:45])([CH3:44])[CH3:43])[CH:37]=2)(=[O:35])=[O:34])[C:22]2[C:27]([CH:28]=1)=[CH:26][C:25]([C:29]([F:32])([F:31])[F:30])=[CH:24][CH:23]=2, predict the reaction product. The product is: [CH3:45][C:42]([C:38]1[CH:37]=[C:36]([S:33]([N:21]2[C:22]3[C:27](=[CH:26][C:25]([C:29]([F:30])([F:31])[F:32])=[CH:24][CH:23]=3)[CH:28]=[C:20]2[CH2:19][C:3]2[O:7][C:6]([C:8]([OH:10])=[O:9])=[CH:5][CH:4]=2)(=[O:34])=[O:35])[CH:41]=[CH:40][CH:39]=1)([CH3:43])[CH3:44].